This data is from Forward reaction prediction with 1.9M reactions from USPTO patents (1976-2016). The task is: Predict the product of the given reaction. (1) Given the reactants [CH2:1]([O:3][C:4](=[O:21])[CH2:5][O:6][C:7]1[CH:8]=[N:9][C:10]([O:13]CC2C=CC=CC=2)=[CH:11][CH:12]=1)[CH3:2], predict the reaction product. The product is: [CH2:1]([O:3][C:4](=[O:21])[CH2:5][O:6][C:7]1[CH:8]=[N:9][C:10]([OH:13])=[CH:11][CH:12]=1)[CH3:2]. (2) Given the reactants C=[C:2]1[CH2:5][CH:4]([C:6](O)=O)[CH2:3]1.C([N:11]([CH2:14]C)CC)C.[CH2:16]([OH:23])[C:17]1[CH:22]=[CH:21][CH:20]=[CH:19][CH:18]=1.[O:24]1CCOCC1, predict the reaction product. The product is: [CH2:6]=[C:4]1[CH2:3][CH:2]([NH:11][C:14](=[O:24])[O:23][CH2:16][C:17]2[CH:22]=[CH:21][CH:20]=[CH:19][CH:18]=2)[CH2:5]1. (3) Given the reactants Cl[C:2]1[N:7]=[C:6]([Cl:8])[N:5]=[CH:4][N:3]=1.C(N(C(C)C)CC)(C)C.[NH2:18][C:19]1[CH:24]=[CH:23][C:22]([N:25]2[CH2:30][CH2:29][CH2:28][C@@H:27]([OH:31])[CH2:26]2)=[CH:21][CH:20]=1, predict the reaction product. The product is: [Cl:8][C:6]1[N:5]=[CH:4][N:3]=[C:2]([NH:18][C:19]2[CH:24]=[CH:23][C:22]([N:25]3[CH2:30][CH2:29][CH2:28][C@@H:27]([OH:31])[CH2:26]3)=[CH:21][CH:20]=2)[N:7]=1. (4) Given the reactants C1C=CC(P(C2C=CC=CC=2)C2C=CC=CC=2)=CC=1.CCOC(/N=N/C(OCC)=O)=O.[CH3:32][O:33][C:34]1[CH:35]=[CH:36][C:37]([CH2:40]O)=[CH:38][CH:39]=1.[C:42]1(=[O:48])[NH:46][C:45](=[O:47])[CH:44]=[CH:43]1, predict the reaction product. The product is: [CH3:32][O:33][C:34]1[CH:39]=[CH:38][C:37]([CH2:40][N:46]2[C:42](=[O:48])[CH:43]=[CH:44][C:45]2=[O:47])=[CH:36][CH:35]=1. (5) Given the reactants [C:1]12([C:11](=[O:25])[CH2:12][S:13][CH2:14][C:15]3[CH:20]=[CH:19][C:18]([C:21]([CH3:24])([CH3:23])[CH3:22])=[CH:17][CH:16]=3)[CH2:10][CH:5]3[CH2:6][CH:7]([CH2:9][CH:3]([CH2:4]3)[CH2:2]1)[CH2:8]2.C1C=C(Cl)C=C(C(OO)=[O:34])C=1, predict the reaction product. The product is: [C:1]12([C:11](=[O:25])[CH2:12][S:13]([CH2:14][C:15]3[CH:16]=[CH:17][C:18]([C:21]([CH3:22])([CH3:24])[CH3:23])=[CH:19][CH:20]=3)=[O:34])[CH2:10][CH:5]3[CH2:6][CH:7]([CH2:9][CH:3]([CH2:4]3)[CH2:2]1)[CH2:8]2. (6) Given the reactants C=O.[BH-](OC(C)=O)(OC(C)=O)O[C:5](C)=O.[Na+].[C:17]([O:21][C:22]([N:24]1[CH2:29][CH2:28][N:27]([CH2:30][CH:31]2[CH2:36][CH2:35][CH2:34][CH2:33][NH:32]2)[CH2:26][CH2:25]1)=[O:23])([CH3:20])([CH3:19])[CH3:18], predict the reaction product. The product is: [C:17]([O:21][C:22]([N:24]1[CH2:25][CH2:26][N:27]([CH2:30][CH:31]2[CH2:36][CH2:35][CH2:34][CH2:33][N:32]2[CH3:5])[CH2:28][CH2:29]1)=[O:23])([CH3:20])([CH3:18])[CH3:19].